Dataset: Full USPTO retrosynthesis dataset with 1.9M reactions from patents (1976-2016). Task: Predict the reactants needed to synthesize the given product. (1) Given the product [I:50][C:2]1[O:3][C:4]([C:7]2[N:12]=[C:11]([NH:13][C:14]3[CH:19]=[C:18]([CH3:20])[CH:17]=[CH:16][N:15]=3)[CH:10]=[CH:9][CH:8]=2)=[CH:5][N:6]=1, predict the reactants needed to synthesize it. The reactants are: Cl[C:2]1[O:3][C:4]([C:7]2[N:12]=[C:11]([NH:13][C:14]3[CH:19]=[C:18]([CH3:20])[CH:17]=[CH:16][N:15]=3)[CH:10]=[CH:9][CH:8]=2)=[CH:5][N:6]=1.CC1C=CN=C(NC2C=CC=C(C3OC=NC=3)N=2)C=1.[Li+].C[Si]([N-][Si](C)(C)C)(C)C.[I:50]C(I)C. (2) Given the product [F:1][C:2]1[CH:3]=[CH:4][C:5]2[NH:9][C:8](=[O:10])[N:7]([CH:11]3[CH2:16][CH2:15][N:14]([C:17]4([CH3:29])[CH2:21][CH2:20][NH:19][CH2:18]4)[CH2:13][CH2:12]3)[C:6]=2[CH:30]=1, predict the reactants needed to synthesize it. The reactants are: [F:1][C:2]1[CH:3]=[CH:4][C:5]2[NH:9][C:8](=[O:10])[N:7]([CH:11]3[CH2:16][CH2:15][N:14]([C:17]4([CH3:29])[CH2:21][CH2:20][N:19](C(OC(C)(C)C)=O)[CH2:18]4)[CH2:13][CH2:12]3)[C:6]=2[CH:30]=1.FC(F)(F)C(O)=O. (3) Given the product [CH2:28]([O:35][C:36]([CH:38]1[CH2:42][CH2:41][CH2:40][N:39]1[S:43](=[O:45])(=[O:44])[NH:7][C:8]1[C:9]([NH:19][C:20]2[CH:25]=[CH:24][C:23]([Br:26])=[CH:22][C:21]=2[F:27])=[C:10]([F:18])[C:11](=[O:17])[N:12]2[C:16]=1[CH2:15][CH2:14][CH2:13]2)=[O:37])[C:29]1[CH:34]=[CH:33][CH:32]=[CH:31][CH:30]=1, predict the reactants needed to synthesize it. The reactants are: N1C=CC=CC=1.[NH2:7][C:8]1[C:9]([NH:19][C:20]2[CH:25]=[CH:24][C:23]([Br:26])=[CH:22][C:21]=2[F:27])=[C:10]([F:18])[C:11](=[O:17])[N:12]2[C:16]=1[CH2:15][CH2:14][CH2:13]2.[CH2:28]([O:35][C:36]([CH:38]1[CH2:42][CH2:41][CH2:40][N:39]1[S:43](Cl)(=[O:45])=[O:44])=[O:37])[C:29]1[CH:34]=[CH:33][CH:32]=[CH:31][CH:30]=1. (4) Given the product [CH3:1][O:2][C:3]1[CH:19]=[CH:18][C:6]([CH2:7][N:8]2[C:16]3[C:11](=[CH:12][CH:13]=[C:14]([N:24]4[CH2:25][CH2:26][N:21]([CH3:20])[CH2:22][CH2:23]4)[CH:15]=3)[CH:10]=[N:9]2)=[CH:5][CH:4]=1, predict the reactants needed to synthesize it. The reactants are: [CH3:1][O:2][C:3]1[CH:19]=[CH:18][C:6]([CH2:7][N:8]2[C:16]3[C:11](=[CH:12][CH:13]=[C:14](Br)[CH:15]=3)[CH:10]=[N:9]2)=[CH:5][CH:4]=1.[CH3:20][N:21]1[CH2:26][CH2:25][NH:24][CH2:23][CH2:22]1.C([O-])([O-])=O.[Cs+].[Cs+].C1C=CC(P(C2C(C3C(P(C4C=CC=CC=4)C4C=CC=CC=4)=CC=C4C=3C=CC=C4)=C3C(C=CC=C3)=CC=2)C2C=CC=CC=2)=CC=1. (5) The reactants are: [C:1]([O:5][C:6]([N:8]1[CH:12]=[CH:11][CH:10]=[C:9]1[C:13]1[CH:14]=[C:15]2[C:20](=[C:21]([C:23]3[C:32]4[C:27](=[CH:28][CH:29]=[CH:30][CH:31]=4)[CH:26]=[CH:25][CH:24]=3)[CH:22]=1)[N:19]=[C:18]([P:33]([O:38]CC)([O:35]CC)=[O:34])[CH:17]=[CH:16]2)=[O:7])([CH3:4])([CH3:3])[CH3:2].Br[Si](C)(C)C. Given the product [C:1]([O:5][C:6]([N:8]1[CH:12]=[CH:11][CH:10]=[C:9]1[C:13]1[CH:14]=[C:15]2[C:20](=[C:21]([C:23]3[C:32]4[C:27](=[CH:28][CH:29]=[CH:30][CH:31]=4)[CH:26]=[CH:25][CH:24]=3)[CH:22]=1)[N:19]=[C:18]([P:33]([OH:35])([OH:38])=[O:34])[CH:17]=[CH:16]2)=[O:7])([CH3:4])([CH3:2])[CH3:3], predict the reactants needed to synthesize it. (6) Given the product [Br:19][C:20]1[CH:31]=[CH:30][C:23]2[S:24][C:25]([C:2]3[CH:3]=[N:4][N:5]4[CH:10]=[C:9]([C:11]5[CH:12]=[N:13][N:14]([CH3:16])[CH:15]=5)[CH:8]=[C:7]([O:17][CH3:18])[C:6]=34)=[CH:26][C:22]=2[CH:21]=1, predict the reactants needed to synthesize it. The reactants are: I[C:2]1[CH:3]=[N:4][N:5]2[CH:10]=[C:9]([C:11]3[CH:12]=[N:13][N:14]([CH3:16])[CH:15]=3)[CH:8]=[C:7]([O:17][CH3:18])[C:6]=12.[Br:19][C:20]1[CH:31]=[CH:30][C:23]2[S:24][C:25](B(O)O)=[CH:26][C:22]=2[CH:21]=1.C(=O)([O-])[O-].[Na+].[Na+].O. (7) Given the product [OH:7][CH2:8][CH2:9][N:10]1[CH:14]=[C:13]([C:15]2[CH:16]=[CH:17][C:18]3[N:19]([C:21]([S:24][C:25]4[CH:39]=[CH:38][C:28]5[N:29]=[C:30]([NH:32][C:33]([CH:35]6[CH2:36][CH2:37]6)=[O:34])[S:31][C:27]=5[CH:26]=4)=[N:22][N:23]=3)[CH:20]=2)[CH:12]=[N:11]1, predict the reactants needed to synthesize it. The reactants are: O1CCCCC1[O:7][CH2:8][CH2:9][N:10]1[CH:14]=[C:13]([C:15]2[CH:16]=[CH:17][C:18]3[N:19]([C:21]([S:24][C:25]4[CH:39]=[CH:38][C:28]5[N:29]=[C:30]([NH:32][C:33]([CH:35]6[CH2:37][CH2:36]6)=[O:34])[S:31][C:27]=5[CH:26]=4)=[N:22][N:23]=3)[CH:20]=2)[CH:12]=[N:11]1.CO. (8) Given the product [CH2:25]([O:32][C:33]1[CH:34]=[N:7][C:5]([CH:8]2[CH2:13][CH2:12][N:11]([C:14]([O:16][C:17]([CH3:18])([CH3:20])[CH3:19])=[O:15])[CH2:10][CH:9]2[OH:21])=[N:6][CH:36]=1)[C:26]1[CH:31]=[CH:30][CH:29]=[CH:28][CH:27]=1, predict the reactants needed to synthesize it. The reactants are: C(O)(=O)C.[C:5]([CH:8]1[CH2:13][CH2:12][N:11]([C:14]([O:16][C:17]([CH3:20])([CH3:19])[CH3:18])=[O:15])[CH2:10][CH:9]1[OH:21])(=[NH:7])[NH2:6].C[O-].[Na+].[CH2:25]([O:32][C:33](=[CH:36]N(C)C)[CH:34]=O)[C:26]1[CH:31]=[CH:30][CH:29]=[CH:28][CH:27]=1. (9) Given the product [S:18]([CH2:2][C@H:3]1[O:7][C@@H:6]([N:8]2[CH:12]=[N:11][C:10]([C:13]([NH2:15])=[O:14])=[N:9]2)[C@H:5]([OH:16])[C@@H:4]1[OH:17])([OH:21])(=[O:20])=[O:19], predict the reactants needed to synthesize it. The reactants are: I[CH2:2][C@H:3]1[O:7][C@@H:6]([N:8]2[CH:12]=[N:11][C:10]([C:13]([NH2:15])=[O:14])=[N:9]2)[C@H:5]([OH:16])[C@@H:4]1[OH:17].[S:18]([O-:21])([O-:20])=[O:19].[Na+].[Na+].